This data is from Reaction yield outcomes from USPTO patents with 853,638 reactions. The task is: Predict the reaction yield, written as a fraction of the theoretical maximum amount of product (1.0 means a 100% yield; for example, 0.34 means a 34% yield). (1) The reactants are [NH2:1][C:2]1[CH:11]=[CH:10][C:9]([Cl:12])=[CH:8][C:3]=1[C:4]([O:6][CH3:7])=[O:5].IC.[C:15](=O)([O-])[O-].[K+].[K+]. The yield is 0.130. The product is [CH3:7][O:6][C:4](=[O:5])[C:3]1[CH:8]=[C:9]([Cl:12])[CH:10]=[CH:11][C:2]=1[NH:1][CH3:15]. The catalyst is C(#N)C. (2) The reactants are C(OC(=O)N[C@H](C=O)CCCNC(=N)N[N+]([O-])=O)(C)(C)C.[NH:22]=[C:23]([NH:28][CH2:29][CH2:30][CH2:31][C@H:32]([NH:68][C:69](=[O:90])[CH2:70][CH2:71][NH:72][C:73]([C:75]1[CH:80]=[CH:79][C:78]([C:81]2[CH:86]=[CH:85][C:84]([CH2:87][CH2:88][CH3:89])=[CH:83][CH:82]=2)=[CH:77][CH:76]=1)=[O:74])[C:33]([N:35]([CH3:67])[C@H:36]1[C:53]2[CH:54]=[C:49]([C:50]([O:55][CH3:56])=[CH:51][CH:52]=2)[C:48]2=[CH:57][C:44](=[CH:45][CH:46]=[C:47]2[O:58][CH3:59])[CH2:43][C@@H:42]([C:60]([O:62][CH3:63])=[O:61])[NH:41][C:40](=[O:64])[C@H:39]([CH3:65])[NH:38][C:37]1=[O:66])=[O:34])[NH:24][N+]([O-])=O. The catalyst is CCO.C(O)(=O)C. The product is [NH:22]=[C:23]([NH:28][CH2:29][CH2:30][CH2:31][C@H:32]([NH:68][C:69](=[O:90])[CH2:70][CH2:71][NH:72][C:73]([C:75]1[CH:76]=[CH:77][C:78]([C:81]2[CH:86]=[CH:85][C:84]([CH2:87][CH2:88][CH3:89])=[CH:83][CH:82]=2)=[CH:79][CH:80]=1)=[O:74])[C:33]([N:35]([CH3:67])[C@H:36]1[C:53]2[CH:54]=[C:49]([C:50]([O:55][CH3:56])=[CH:51][CH:52]=2)[C:48]2=[CH:57][C:44](=[CH:45][CH:46]=[C:47]2[O:58][CH3:59])[CH2:43][C@@H:42]([C:60]([O:62][CH3:63])=[O:61])[NH:41][C:40](=[O:64])[C@H:39]([CH3:65])[NH:38][C:37]1=[O:66])=[O:34])[NH2:24]. The yield is 1.00. (3) The reactants are [C:1]([Cl:5])(Cl)(Cl)[Cl:2].[Cl:6][C:7]1[CH:12]=[CH:11][C:10]([C:13](=O)[C:14]([O:16][CH2:17][CH3:18])=[O:15])=[CH:9][C:8]=1[O:20][CH3:21].C1(P(C2C=CC=CC=2)C2C=CC=CC=2)C=CC=CC=1.O. The catalyst is ClCCl. The product is [Cl:2][C:1]([Cl:5])=[C:13]([C:10]1[CH:11]=[CH:12][C:7]([Cl:6])=[C:8]([O:20][CH3:21])[CH:9]=1)[C:14]([O:16][CH2:17][CH3:18])=[O:15]. The yield is 0.830. (4) The reactants are [F:1][C:2]1[CH:7]=[CH:6][C:5]([N:8]2[CH2:17][CH2:16][C:15]3[C:10](=[CH:11][CH:12]=[C:13]([OH:18])[CH:14]=3)[CH:9]2[CH2:19][C:20]2[CH:28]=[C:27]3[C:23]([CH:24]=[C:25]([C:29]([OH:31])=O)[NH:26]3)=[CH:22][CH:21]=2)=[CH:4][CH:3]=1.[CH3:32][NH:33][CH3:34].O1CCCC1. No catalyst specified. The product is [F:1][C:2]1[CH:3]=[CH:4][C:5]([N:8]2[CH2:17][CH2:16][C:15]3[C:10](=[CH:11][CH:12]=[C:13]([OH:18])[CH:14]=3)[CH:9]2[CH2:19][C:20]2[CH:28]=[C:27]3[C:23]([CH:24]=[C:25]([C:29]([N:33]([CH3:34])[CH3:32])=[O:31])[NH:26]3)=[CH:22][CH:21]=2)=[CH:6][CH:7]=1. The yield is 0.480. (5) The catalyst is ClCCl. The yield is 1.00. The product is [C:10]([O:14][C:15]([N:17]1[C:25]2[C:20](=[CH:21][C:22]([NH:26][C:1](=[O:8])[C:2]3[CH:7]=[CH:6][CH:5]=[CH:4][CH:3]=3)=[CH:23][CH:24]=2)[CH2:19][CH2:18]1)=[O:16])([CH3:13])([CH3:11])[CH3:12]. The reactants are [C:1](Cl)(=[O:8])[C:2]1[CH:7]=[CH:6][CH:5]=[CH:4][CH:3]=1.[C:10]([O:14][C:15]([N:17]1[C:25]2[C:20](=[CH:21][C:22]([NH2:26])=[CH:23][CH:24]=2)[CH2:19][CH2:18]1)=[O:16])([CH3:13])([CH3:12])[CH3:11].C(N(CC)CC)C. (6) The reactants are [C:1]([O:5][C:6]([N:8]1[CH2:13][CH2:12][CH2:11][CH2:10][CH:9]1[C:14]([OH:16])=O)=[O:7])([CH3:4])([CH3:3])[CH3:2].[CH3:17][NH:18][O:19][CH3:20].C(N(CC)CC)C.Cl. The catalyst is ClCCl. The product is [C:1]([O:5][C:6]([N:8]1[CH2:13][CH2:12][CH2:11][CH2:10][CH:9]1[C:14](=[O:16])[N:18]([O:19][CH3:20])[CH3:17])=[O:7])([CH3:2])([CH3:3])[CH3:4]. The yield is 0.770. (7) The reactants are [Si]([O:18][CH2:19][CH2:20][CH2:21][CH:22]1[N:26]([C:27]([O:29][CH2:30][C:31]2[CH:36]=[CH:35][C:34]([O:37][C@H:38]3[C@H:43]([O:44][C:45](=[O:47])[CH3:46])[C@@H:42]([O:48][C:49](=[O:51])[CH3:50])[C@H:41]([O:52][C:53](=[O:55])[CH3:54])[C@@H:40]([C:56]([O:58][CH3:59])=[O:57])[O:39]3)=[C:33]([NH:60][C:61](=[O:82])[CH2:62][CH2:63][NH:64][C:65]([O:67][CH2:68][CH:69]3[C:81]4[CH:80]=[CH:79][CH:78]=[CH:77][C:76]=4[C:75]4[C:70]3=[CH:71][CH:72]=[CH:73][CH:74]=4)=[O:66])[CH:32]=2)=[O:28])[CH2:25][CH2:24][O:23]1)(C(C)(C)C)(C1C=CC=CC=1)C1C=CC=CC=1.C(=O)(O)[O-].[Na+]. The catalyst is C1COCC1.N1C=CC=CC=1. The product is [OH:18][CH2:19][CH2:20][CH2:21][CH:22]1[N:26]([C:27]([O:29][CH2:30][C:31]2[CH:36]=[CH:35][C:34]([O:37][C@H:38]3[C@H:43]([O:44][C:45](=[O:47])[CH3:46])[C@@H:42]([O:48][C:49](=[O:51])[CH3:50])[C@H:41]([O:52][C:53](=[O:55])[CH3:54])[C@@H:40]([C:56]([O:58][CH3:59])=[O:57])[O:39]3)=[C:33]([NH:60][C:61](=[O:82])[CH2:62][CH2:63][NH:64][C:65]([O:67][CH2:68][CH:69]3[C:70]4[CH:71]=[CH:72][CH:73]=[CH:74][C:75]=4[C:76]4[C:81]3=[CH:80][CH:79]=[CH:78][CH:77]=4)=[O:66])[CH:32]=2)=[O:28])[CH2:25][CH2:24][O:23]1. The yield is 0.860. (8) The reactants are C([O-])(=O)C.[Na+].[OH:6][C:7]1[CH:12]=[C:11]([C:13]([F:16])([F:15])[F:14])[N:10]=[CH:9][N:8]=1.[Br:17]Br. The catalyst is C(O)(=O)C. The product is [Br:17][C:12]1[C:7]([OH:6])=[N:8][CH:9]=[N:10][C:11]=1[C:13]([F:16])([F:14])[F:15]. The yield is 0.534. (9) The reactants are Cl[CH2:2][CH2:3][C:4]12[CH2:10][CH:7]([CH2:8][CH2:9]1)[CH:6]=[CH:5]2.CS(C)=O.[C-:15]#[N:16].[Na+]. The catalyst is CC(OC)(C)C. The product is [C:15]([CH2:2][CH2:3][C:4]12[CH2:10][CH:7]([CH2:8][CH2:9]1)[CH:6]=[CH:5]2)#[N:16]. The yield is 0.995. (10) The reactants are [Br:1][C:2]1[CH:7]=[CH:6][C:5]([N+:8]([O-:10])=[O:9])=[CH:4][C:3]=1[NH:11][CH:12]=[C:13]([CH3:18])[C:14]([O:16]C)=O.C1(OC2C=CC=CC=2)C=CC=CC=1. No catalyst specified. The product is [Br:1][C:2]1[CH:7]=[CH:6][C:5]([N+:8]([O-:10])=[O:9])=[C:4]2[C:3]=1[NH:11][CH:12]=[C:13]([CH3:18])[C:14]2=[O:16]. The yield is 0.280.